Dataset: Reaction yield outcomes from USPTO patents with 853,638 reactions. Task: Predict the reaction yield, written as a fraction of the theoretical maximum amount of product (1.0 means a 100% yield; for example, 0.34 means a 34% yield). (1) The reactants are C[O:2][C:3](=[O:23])[C@@H:4]([N:8]1[CH2:12][C:11]([O:13][C:14]2[C:19]([F:20])=[CH:18][CH:17]=[CH:16][C:15]=2[F:21])=[CH:10][C:9]1=[O:22])[CH2:5][CH2:6][CH3:7].O.[OH-].[Li+].O. The catalyst is O1CCCC1.O. The product is [F:21][C:15]1[CH:16]=[CH:17][CH:18]=[C:19]([F:20])[C:14]=1[O:13][C:11]1[CH2:12][N:8]([C@@H:4]([CH2:5][CH2:6][CH3:7])[C:3]([OH:23])=[O:2])[C:9](=[O:22])[CH:10]=1. The yield is 0.870. (2) The reactants are [O:1]=[C:2]1[NH:7][C:6]2[CH:8]=[C:9]([C:12]([OH:14])=O)[CH:10]=[CH:11][C:5]=2[S:4][CH2:3]1.[CH3:15][O:16][C:17]1[CH:26]=[C:25]2[C:20]([N:21]=[CH:22][C:23]([O:27][CH2:28][CH2:29][N:30]3[CH2:35][CH2:34][CH:33]([NH2:36])[CH2:32][CH2:31]3)=[N:24]2)=[CH:19][CH:18]=1.ON1C2C=CC=CC=2N=N1.Cl.CN(C)CCCN=C=NCC.C(N(CC)C(C)C)(C)C. The catalyst is CN(C)C=O. The product is [CH3:15][O:16][C:17]1[CH:26]=[C:25]2[C:20]([N:21]=[CH:22][C:23]([O:27][CH2:28][CH2:29][N:30]3[CH2:31][CH2:32][CH:33]([NH:36][C:12]([C:9]4[CH:10]=[CH:11][C:5]5[S:4][CH2:3][C:2](=[O:1])[NH:7][C:6]=5[CH:8]=4)=[O:14])[CH2:34][CH2:35]3)=[N:24]2)=[CH:19][CH:18]=1. The yield is 0.130. (3) The reactants are [Cl:1][C:2]1[C:11]2[C:6](=[CH:7][CH:8]=[C:9]([O:12][CH3:13])[CH:10]=2)[N:5]=[CH:4][C:3]=1[C:14]([O:16]CC)=[O:15].[OH-].[Na+].Cl. The catalyst is C1COCC1. The product is [Cl:1][C:2]1[C:11]2[C:6](=[CH:7][CH:8]=[C:9]([O:12][CH3:13])[CH:10]=2)[N:5]=[CH:4][C:3]=1[C:14]([OH:16])=[O:15]. The yield is 0.990.